Dataset: NCI-60 drug combinations with 297,098 pairs across 59 cell lines. Task: Regression. Given two drug SMILES strings and cell line genomic features, predict the synergy score measuring deviation from expected non-interaction effect. (1) Drug 1: C1=CC(=CC=C1CC(C(=O)O)N)N(CCCl)CCCl.Cl. Drug 2: CCCS(=O)(=O)NC1=C(C(=C(C=C1)F)C(=O)C2=CNC3=C2C=C(C=N3)C4=CC=C(C=C4)Cl)F. Cell line: MOLT-4. Synergy scores: CSS=42.5, Synergy_ZIP=2.52, Synergy_Bliss=3.55, Synergy_Loewe=-12.5, Synergy_HSA=1.20. (2) Drug 1: C1CN(CCN1C(=O)CCBr)C(=O)CCBr. Drug 2: COCCOC1=C(C=C2C(=C1)C(=NC=N2)NC3=CC=CC(=C3)C#C)OCCOC.Cl. Cell line: RPMI-8226. Synergy scores: CSS=27.6, Synergy_ZIP=-4.08, Synergy_Bliss=-2.67, Synergy_Loewe=-4.93, Synergy_HSA=-3.97. (3) Cell line: HS 578T. Synergy scores: CSS=15.0, Synergy_ZIP=7.32, Synergy_Bliss=10.7, Synergy_Loewe=11.0, Synergy_HSA=10.5. Drug 1: C1=CC(=CC=C1CCC2=CNC3=C2C(=O)NC(=N3)N)C(=O)NC(CCC(=O)O)C(=O)O. Drug 2: CC1C(C(=O)NC(C(=O)N2CCCC2C(=O)N(CC(=O)N(C(C(=O)O1)C(C)C)C)C)C(C)C)NC(=O)C3=C4C(=C(C=C3)C)OC5=C(C(=O)C(=C(C5=N4)C(=O)NC6C(OC(=O)C(N(C(=O)CN(C(=O)C7CCCN7C(=O)C(NC6=O)C(C)C)C)C)C(C)C)C)N)C. (4) Drug 1: C1=CC=C(C(=C1)C(C2=CC=C(C=C2)Cl)C(Cl)Cl)Cl. Drug 2: CC1C(C(CC(O1)OC2CC(CC3=C2C(=C4C(=C3O)C(=O)C5=C(C4=O)C(=CC=C5)OC)O)(C(=O)CO)O)N)O.Cl. Cell line: NCI-H226. Synergy scores: CSS=56.1, Synergy_ZIP=0.728, Synergy_Bliss=0.128, Synergy_Loewe=2.33, Synergy_HSA=4.61. (5) Drug 1: C1CN(P(=O)(OC1)NCCCl)CCCl. Drug 2: CC1C(C(CC(O1)OC2CC(CC3=C2C(=C4C(=C3O)C(=O)C5=CC=CC=C5C4=O)O)(C(=O)C)O)N)O. Cell line: SK-MEL-28. Synergy scores: CSS=42.6, Synergy_ZIP=-4.94, Synergy_Bliss=-4.64, Synergy_Loewe=-53.4, Synergy_HSA=-4.02. (6) Drug 1: C1=CC(=C2C(=C1NCCNCCO)C(=O)C3=C(C=CC(=C3C2=O)O)O)NCCNCCO. Drug 2: CC12CCC3C(C1CCC2O)C(CC4=C3C=CC(=C4)O)CCCCCCCCCS(=O)CCCC(C(F)(F)F)(F)F. Cell line: T-47D. Synergy scores: CSS=38.3, Synergy_ZIP=-5.20, Synergy_Bliss=-5.77, Synergy_Loewe=0.755, Synergy_HSA=2.61.